This data is from Reaction yield outcomes from USPTO patents with 853,638 reactions. The task is: Predict the reaction yield, written as a fraction of the theoretical maximum amount of product (1.0 means a 100% yield; for example, 0.34 means a 34% yield). (1) The reactants are [F:1][C:2]1[CH:11]=[C:10]([NH:12][S:13]([C:16]2[CH:21]=[CH:20][C:19](I)=[CH:18][CH:17]=2)(=[O:15])=[O:14])[CH:9]=[C:8]([F:23])[C:3]=1[C:4]([O:6]C)=[O:5].[NH:24]1[CH:28]=[CH:27][CH:26]=[N:25]1.P([O-])([O-])([O-])=O.[K+].[K+].[K+].CN[C@@H]1CCCC[C@H]1NC.[OH-].[Na+].Cl. The catalyst is CN1CCCC1=O.O.CO.[Cu]I. The product is [F:1][C:2]1[CH:11]=[C:10]([NH:12][S:13]([C:16]2[CH:21]=[CH:20][C:19]([N:24]3[CH:28]=[CH:27][CH:26]=[N:25]3)=[CH:18][CH:17]=2)(=[O:15])=[O:14])[CH:9]=[C:8]([F:23])[C:3]=1[C:4]([OH:6])=[O:5]. The yield is 0.400. (2) The reactants are [NH2:1][C:2]1[CH:7]=[CH:6][C:5]([OH:8])=[CH:4][C:3]=1[N+:9]([O-:11])=[O:10].C[Si]([N-][Si](C)(C)C)(C)C.[K+].Cl[C:23]1[CH:28]=[CH:27][N:26]=[C:25]([C:29]([NH:31][CH3:32])=[O:30])[CH:24]=1.C(=O)([O-])[O-].[K+].[K+]. The catalyst is CN(C=O)C. The product is [NH2:1][C:2]1[CH:7]=[CH:6][C:5]([O:8][C:23]2[CH:28]=[CH:27][N:26]=[C:25]([C:29]([NH:31][CH3:32])=[O:30])[CH:24]=2)=[CH:4][C:3]=1[N+:9]([O-:11])=[O:10]. The yield is 0.720. (3) The reactants are [CH3:1][C:2]1[NH:6][C:5]2[CH:7]=[C:8]([CH3:12])[C:9]([CH3:11])=[CH:10][C:4]=2[N:3]=1.[CH:13](=O)[C:14]1[CH:19]=[CH:18][CH:17]=[CH:16][CH:15]=1. The catalyst is CCOCC. The product is [CH3:11][C:9]1[C:8]([CH3:12])=[CH:7][C:5]2[NH:6][C:2](/[CH:1]=[CH:13]/[C:14]3[CH:19]=[CH:18][CH:17]=[CH:16][CH:15]=3)=[N:3][C:4]=2[CH:10]=1. The yield is 0.130. (4) The reactants are [CH2:1]([O:3][C:4](=[O:27])[C:5]([O:8][C:9]1[CH:14]=[C:13]([O:15]CC2C=CC=CC=2)[CH:12]=[CH:11][C:10]=1[CH:23]=[CH:24][CH2:25][CH3:26])([CH3:7])[CH3:6])[CH3:2].[H][H]. The catalyst is C(O)C.[Pd]. The product is [CH2:1]([O:3][C:4](=[O:27])[C:5]([O:8][C:9]1[CH:14]=[C:13]([OH:15])[CH:12]=[CH:11][C:10]=1[CH2:23][CH2:24][CH2:25][CH3:26])([CH3:6])[CH3:7])[CH3:2]. The yield is 0.900. (5) The reactants are [NH2:1][C:2]1[N:7]=[CH:6][N:5]=[C:4]2[N:8]([C@@H:12]3[CH2:17][CH2:16][CH2:15][N:14]([C:18]([O:20][C:21]([CH3:24])([CH3:23])[CH3:22])=[O:19])[CH2:13]3)[N:9]=[C:10](I)[C:3]=12.[O:25]([C:32]1[CH:37]=[CH:36][C:35](B(O)O)=[CH:34][CH:33]=1)[C:26]1[CH:31]=[CH:30][CH:29]=[CH:28][CH:27]=1.C(=O)([O-])[O-].[Na+].[Na+]. The yield is 0.640. The catalyst is O1CCOCC1.O.C1C=CC([P]([Pd]([P](C2C=CC=CC=2)(C2C=CC=CC=2)C2C=CC=CC=2)([P](C2C=CC=CC=2)(C2C=CC=CC=2)C2C=CC=CC=2)[P](C2C=CC=CC=2)(C2C=CC=CC=2)C2C=CC=CC=2)(C2C=CC=CC=2)C2C=CC=CC=2)=CC=1. The product is [NH2:1][C:2]1[N:7]=[CH:6][N:5]=[C:4]2[N:8]([C@@H:12]3[CH2:17][CH2:16][CH2:15][N:14]([C:18]([O:20][C:21]([CH3:24])([CH3:23])[CH3:22])=[O:19])[CH2:13]3)[N:9]=[C:10]([C:35]3[CH:36]=[CH:37][C:32]([O:25][C:26]4[CH:31]=[CH:30][CH:29]=[CH:28][CH:27]=4)=[CH:33][CH:34]=3)[C:3]=12. (6) The reactants are [CH3:1][O:2][CH2:3][C@H:4]([CH3:45])[O:5][C:6]1[CH:7]=[C:8]([CH:20]=[C:21]([C:23]2[NH:24][C:25]([C:28]3[O:29][C@@H:30]([CH2:33][O:34][Si](C(C)C)(C(C)C)C(C)C)[CH2:31][N:32]=3)=[CH:26][CH:27]=2)[CH:22]=1)[O:9][C:10]1[CH:15]=[N:14][C:13]([S:16]([CH3:19])(=[O:18])=[O:17])=[CH:12][N:11]=1.[F-].C([N+](CCCC)(CCCC)CCCC)CCC.O. The catalyst is O1CCCC1. The product is [CH3:1][O:2][CH2:3][C@H:4]([CH3:45])[O:5][C:6]1[CH:22]=[C:21]([C:23]2[NH:24][C:25]([C:28]3[O:29][C@@H:30]([CH2:33][OH:34])[CH2:31][N:32]=3)=[CH:26][CH:27]=2)[CH:20]=[C:8]([O:9][C:10]2[CH:15]=[N:14][C:13]([S:16]([CH3:19])(=[O:18])=[O:17])=[CH:12][N:11]=2)[CH:7]=1. The yield is 0.350. (7) The reactants are [NH2:1][C:2]1[CH:10]=[CH:9][C:5]([C:6]([OH:8])=O)=[CH:4][C:3]=1[O:11][CH3:12].[CH2:13]1[C@H:22]2[C@H:17]([CH2:18][CH2:19][C:20]3[CH:26]=[CH:25][CH:24]=[CH:23][C:21]=32)[NH:16][CH2:15][CH2:14]1.F[P-](F)(F)(F)(F)F.N1(OC(N(C)C)=[N+](C)C)C2N=CC=CC=2N=N1. No catalyst specified. The product is [NH2:1][C:2]1[CH:10]=[CH:9][C:5]([C:6]([N:16]2[C@@H:17]3[C@@H:22]([C:21]4[CH:23]=[CH:24][CH:25]=[CH:26][C:20]=4[CH2:19][CH2:18]3)[CH2:13][CH2:14][CH2:15]2)=[O:8])=[CH:4][C:3]=1[O:11][CH3:12]. The yield is 0.640. (8) The product is [Cl:1][C:2]1[N:7]=[C:6]([NH:8][C:11]2[CH:16]=[CH:15][C:14]([Cl:17])=[C:13]([C:18]([F:21])([F:20])[F:19])[CH:12]=2)[C:5]([CH3:9])=[CH:4][N:3]=1. The catalyst is O1CCOCC1.CN(C=O)C.C1C=CC(/C=C/C(/C=C/C2C=CC=CC=2)=O)=CC=1.C1C=CC(/C=C/C(/C=C/C2C=CC=CC=2)=O)=CC=1.C1C=CC(/C=C/C(/C=C/C2C=CC=CC=2)=O)=CC=1.[Pd].[Pd]. The yield is 0.960. The reactants are [Cl:1][C:2]1[N:7]=[C:6]([NH2:8])[C:5]([CH3:9])=[CH:4][N:3]=1.Br[C:11]1[CH:16]=[CH:15][C:14]([Cl:17])=[C:13]([C:18]([F:21])([F:20])[F:19])[CH:12]=1.CC1(C)C2C(=C(P(C3C=CC=CC=3)C3C=CC=CC=3)C=CC=2)OC2C(P(C3C=CC=CC=3)C3C=CC=CC=3)=CC=CC1=2.C(=O)([O-])[O-].[Cs+].[Cs+].